The task is: Predict the reaction yield, written as a fraction of the theoretical maximum amount of product (1.0 means a 100% yield; for example, 0.34 means a 34% yield).. This data is from Reaction yield outcomes from USPTO patents with 853,638 reactions. The reactants are [CH2:1]([O:3][C:4]1[CH:9]=[CH:8][CH:7]=[CH:6][C:5]=1B(O)O)[CH3:2].[F-].[K+].[N+:15]([C:18]1[CH:23]=[C:22]([N+:24]([O-:26])=[O:25])[CH:21]=[CH:20][C:19]=1Br)([O-:17])=[O:16].C(P(C(C)(C)C)C(C)(C)C)(C)(C)C. The catalyst is C1COCC1.C1C=CC(/C=C/C(/C=C/C2C=CC=CC=2)=O)=CC=1.C1C=CC(/C=C/C(/C=C/C2C=CC=CC=2)=O)=CC=1.C1C=CC(/C=C/C(/C=C/C2C=CC=CC=2)=O)=CC=1.[Pd].[Pd]. The product is [CH2:1]([O:3][C:4]1[CH:9]=[CH:8][CH:7]=[CH:6][C:5]=1[C:19]1[CH:20]=[CH:21][C:22]([N+:24]([O-:26])=[O:25])=[CH:23][C:18]=1[N+:15]([O-:17])=[O:16])[CH3:2]. The yield is 0.820.